From a dataset of Reaction yield outcomes from USPTO patents with 853,638 reactions. Predict the reaction yield, written as a fraction of the theoretical maximum amount of product (1.0 means a 100% yield; for example, 0.34 means a 34% yield). (1) The reactants are [OH:1][CH2:2][CH2:3][N:4]1[CH2:9][CH2:8][NH:7][CH2:6][CH2:5]1.[Si:10](Cl)([C:13]([CH3:16])([CH3:15])[CH3:14])([CH3:12])[CH3:11]. The catalyst is ClCCl. The product is [CH3:14][C:13]([Si:10]([CH3:12])([CH3:11])[O:1][CH2:2][CH2:3][N:4]1[CH2:9][CH2:8][NH:7][CH2:6][CH2:5]1)([CH3:16])[CH3:15]. The yield is 0.747. (2) The reactants are [CH3:1][CH:2]([CH3:30])[CH2:3][CH:4]([C:15]1[CH:20]=[CH:19][C:18]([N:21]2[CH:25]=[C:24]([C:26]([F:29])([F:28])[F:27])[N:23]=[CH:22]2)=[CH:17][CH:16]=1)[O:5][C:6]1[CH:14]=[CH:13][C:9]([C:10](O)=[O:11])=[CH:8][CH:7]=1.Cl.[CH3:32][NH:33]CCC(O)=O.Cl.C(N=C=NCCCN(C)C)C.ON1C2N=CC=CC=2N=N1.[C:61]([O:64][CH2:65]C)(=[O:63])[CH3:62]. The catalyst is ClCCl.C(N(CC)CC)C. The product is [CH3:30][CH:2]([CH3:1])[CH2:3][CH:4]([C:15]1[CH:16]=[CH:17][C:18]([N:21]2[CH:25]=[C:24]([C:26]([F:27])([F:28])[F:29])[N:23]=[CH:22]2)=[CH:19][CH:20]=1)[O:5][C:6]1[CH:14]=[CH:13][C:9]([C:10]([NH:33][CH2:32][CH2:62][C:61]([O:64][CH3:65])=[O:63])=[O:11])=[CH:8][CH:7]=1. The yield is 0.900. (3) The reactants are CN(C=O)C.[CH2:6]([O:13][C@@H:14]1[CH2:19][CH2:18][CH2:17][CH2:16][C@H:15]1[NH:20][C:21]1[CH:28]=[C:27](F)[CH:26]=[CH:25][C:22]=1[C:23]#[N:24])[C:7]1[CH:12]=[CH:11][CH:10]=[CH:9][CH:8]=1.[CH3:30][C:31]1([CH3:45])[CH2:39][C:38]2[NH:37][N:36]=[C:35]([C:40]([F:43])([F:42])[F:41])[C:34]=2[C:33](=[O:44])[CH2:32]1.[H-].[Na+]. The catalyst is CCOC(C)=O. The product is [CH2:6]([O:13][C@H:14]1[CH2:19][CH2:18][CH2:17][CH2:16][C@@H:15]1[NH:20][C:21]1[CH:28]=[C:27]([N:37]2[C:38]3[CH2:39][C:31]([CH3:45])([CH3:30])[CH2:32][C:33](=[O:44])[C:34]=3[C:35]([C:40]([F:41])([F:43])[F:42])=[N:36]2)[CH:26]=[CH:25][C:22]=1[C:23]#[N:24])[C:7]1[CH:12]=[CH:11][CH:10]=[CH:9][CH:8]=1. The yield is 0.460. (4) The reactants are [Br:1][C:2]1[C:3]([C:10]([OH:12])=O)=[N:4][C:5]([S:8][CH3:9])=[N:6][CH:7]=1.[F:13][C:14]1([F:27])[O:19][C:18]2[CH:20]=[CH:21][C:22]([NH2:24])=[CH:23][C:17]=2[O:16][C:15]1([F:26])[F:25].CCN=C=NCCCN(C)C.ON1C2C=CC=CC=2N=N1.C(N(C(C)C)CC)(C)C. The catalyst is C(Cl)Cl.C1COCC1.CCOC(C)=O. The product is [Br:1][C:2]1[C:3]([C:10]([NH:24][C:22]2[CH:21]=[CH:20][C:18]3[O:19][C:14]([F:27])([F:13])[C:15]([F:25])([F:26])[O:16][C:17]=3[CH:23]=2)=[O:12])=[N:4][C:5]([S:8][CH3:9])=[N:6][CH:7]=1. The yield is 0.770. (5) The reactants are Br[C:2]1[CH:3]=[C:4]2[C:9]([NH:10][C@@H:11]([CH2:14][CH:15]([CH3:17])[CH3:16])[CH2:12][OH:13])=[C:8]([C:18]([NH2:20])=[O:19])[CH:7]=[N:6][N:5]2[CH:21]=1.[CH3:22][N:23]([C:25]1[CH:26]=[C:27](B(O)O)[CH:28]=[CH:29][CH:30]=1)[CH3:24].P([O-])([O-])([O-])=O.[K+].[K+].[K+]. The product is [CH3:22][N:23]([CH3:24])[C:25]1[CH:30]=[C:29]([C:2]2[CH:3]=[C:4]3[C:9]([NH:10][C@@H:11]([CH2:14][CH:15]([CH3:17])[CH3:16])[CH2:12][OH:13])=[C:8]([C:18]([NH2:20])=[O:19])[CH:7]=[N:6][N:5]3[CH:21]=2)[CH:28]=[CH:27][CH:26]=1. The yield is 0.150. The catalyst is O1CCOCC1.C([O-])(=O)C.[Pd+2].C([O-])(=O)C. (6) The reactants are C(OC([NH:8][CH2:9][C:10]1([C:16]([OH:18])=[O:17])[CH2:12][CH:11]1[CH:13]([CH3:15])[CH3:14])=O)(C)(C)C.[ClH:19].CCOCC. The catalyst is O1CCOCC1. The product is [ClH:19].[NH2:8][CH2:9][C:10]1([C:16]([OH:18])=[O:17])[CH2:12][CH:11]1[CH:13]([CH3:15])[CH3:14]. The yield is 0.880. (7) The product is [OH:24][C:25]1[C:26]([CH3:32])=[C:27]([NH:28][C:9]2[N:14]=[C:13]([NH:15][C:16]3[CH:21]=[CH:20][CH:19]=[C:18]([OH:22])[C:17]=3[CH3:34])[C:12]([F:23])=[CH:11][N:10]=2)[CH:29]=[CH:30][CH:31]=1. The yield is 0.880. No catalyst specified. The reactants are OC1C=C(N[C:9]2[N:14]=[C:13]([NH:15][C:16]3[CH:21]=[CH:20][CH:19]=[C:18]([OH:22])[CH:17]=3)[C:12]([F:23])=[CH:11][N:10]=2)C=CC=1.[OH:24][C:25]1[C:26]([CH3:32])=[C:27]([CH:29]=[CH:30][CH:31]=1)[NH2:28].Cl[C:34]1N=C(Cl)C(F)=CN=1.